Dataset: Reaction yield outcomes from USPTO patents with 853,638 reactions. Task: Predict the reaction yield, written as a fraction of the theoretical maximum amount of product (1.0 means a 100% yield; for example, 0.34 means a 34% yield). (1) The reactants are [C:1]([N:5]1[C:9]2=[N:10][CH:11]=[CH:12][CH:13]=[C:8]2/[C:7](=[CH:14]\[C:15]2[C:20]([CH2:21][O:22]C3CCCCO3)=[CH:19][C:18]([Cl:29])=[CH:17][N:16]=2)/[C:6]1=[O:30])([CH3:4])([CH3:3])[CH3:2].[BH4-].[Na+]. The catalyst is C(O)C. The product is [C:1]([N:5]1[C:9]2=[N:10][CH:11]=[CH:12][CH:13]=[C:8]2[CH:7]([CH2:14][C:15]2[C:20]([CH2:21][OH:22])=[CH:19][C:18]([Cl:29])=[CH:17][N:16]=2)[C:6]1=[O:30])([CH3:4])([CH3:2])[CH3:3]. The yield is 0.860. (2) The reactants are Cl.[F:2][C:3]1[CH:8]=[CH:7][C:6]([CH:9]([C:17]2[CH:22]=[CH:21][C:20]([F:23])=[CH:19][CH:18]=2)[CH:10]2[C:15](=[O:16])[CH2:14][CH2:13][NH:12][CH2:11]2)=[CH:5][CH:4]=1.[C:24]([C:28]1[C:29]([O:40][CH3:41])=[C:30]([CH:33]=[C:34]([C:36]([CH3:39])([CH3:38])[CH3:37])[CH:35]=1)[CH2:31]O)([CH3:27])([CH3:26])[CH3:25].C(N(C(C)C)CC)(C)C.ClCCl. The product is [F:2][C:3]1[CH:8]=[CH:7][C:6]([CH:9]([C:17]2[CH:18]=[CH:19][C:20]([F:23])=[CH:21][CH:22]=2)[CH:10]2[C:15](=[O:16])[CH2:14][CH2:13][N:12]([CH2:31][C:30]3[CH:33]=[C:34]([C:36]([CH3:39])([CH3:37])[CH3:38])[CH:35]=[C:28]([C:24]([CH3:27])([CH3:26])[CH3:25])[C:29]=3[O:40][CH3:41])[CH2:11]2)=[CH:5][CH:4]=1. The yield is 0.540. The catalyst is O. (3) The reactants are [NH2:1][C:2]1[CH:3]=[C:4]([CH2:8][N:9]2[CH2:14][CH2:13][CH:12]([NH:15][C:16]3[N:21]=[C:20]([C:22]4[C:30]5[C:25](=[CH:26][CH:27]=[CH:28][CH:29]=5)[NH:24][CH:23]=4)[C:19]([Cl:31])=[CH:18][N:17]=3)[CH2:11][CH2:10]2)[CH:5]=[CH:6][CH:7]=1.C=O.[BH3-][C:35]#N.[Na+]. The catalyst is CO. The product is [Cl:31][C:19]1[C:20]([C:22]2[C:30]3[C:25](=[CH:26][CH:27]=[CH:28][CH:29]=3)[NH:24][CH:23]=2)=[N:21][C:16]([NH:15][CH:12]2[CH2:13][CH2:14][N:9]([CH2:8][C:4]3[CH:5]=[CH:6][CH:7]=[C:2]([NH:1][CH3:35])[CH:3]=3)[CH2:10][CH2:11]2)=[N:17][CH:18]=1. The yield is 0.175. (4) The catalyst is C(Cl)Cl. The yield is 0.940. The product is [CH3:5][O:4][N:3]([CH3:2])[C:19]([CH:16]1[CH2:17][CH2:18][O:13][CH2:14][CH2:15]1)=[O:20]. The reactants are Cl.[CH3:2][NH:3][O:4][CH3:5].CN1CCOCC1.[O:13]1[CH2:18][CH2:17][CH:16]([C:19](Cl)=[O:20])[CH2:15][CH2:14]1. (5) The reactants are Br[CH2:2][CH2:3][C:4]([O:6][CH3:7])=[O:5].CS(C)=O.O=C1O[C@H]([C@H](CO)O)C([O-])=C1O.[Na+].[CH2:25]([N:28]1[C:34](=[O:35])[C:33]2[CH:36]=[CH:37][CH:38]=[CH:39][C:32]=2[O:31][C:30]2[CH:40]=[CH:41][CH:42]=[CH:43][C:29]1=2)[C:26]#[CH:27].[N-:44]=[N+:45]=[N-:46].[Na+]. The catalyst is C(Cl)Cl.S([O-])([O-])(=O)=O.[Cu+2].C(OCC)(=O)C.O. The product is [O:35]=[C:34]1[C:33]2[CH:36]=[CH:37][CH:38]=[CH:39][C:32]=2[O:31][C:30]2[CH:40]=[CH:41][CH:42]=[CH:43][C:29]=2[N:28]1[CH2:25][C:26]1[N:44]=[N:45][N:46]([CH2:2][CH2:3][C:4]([O:6][CH3:7])=[O:5])[CH:27]=1. The yield is 0.310. (6) The reactants are [Br:1][C:2]1[CH:7]=[CH:6][C:5]([OH:8])=[C:4](I)[CH:3]=1.[CH3:10][O:11][C:12]1[CH:17]=[CH:16][C:15]([C:18]#[CH:19])=[CH:14][CH:13]=1.O. The catalyst is CN(C=O)C.C(NCC)C. The product is [Br:1][C:2]1[CH:7]=[CH:6][C:5]2[O:8][C:18]([C:15]3[CH:16]=[CH:17][C:12]([O:11][CH3:10])=[CH:13][CH:14]=3)=[CH:19][C:4]=2[CH:3]=1. The yield is 0.450. (7) The yield is 0.820. The reactants are [CH2:1]([N:4]([C:38]1[S:39][CH:40]=[CH:41][N:42]=1)[S:5]([C:8]1[CH:13]=[CH:12][C:11]([N:14]2[CH2:18][CH2:17][C@@H:16]([O:19][Si](C(C)(C)C)(C3C=CC=CC=3)C3C=CC=CC=3)[C:15]2=[O:37])=[CH:10][CH:9]=1)(=[O:7])=[O:6])[CH:2]=[CH2:3].C1COCC1.[F-].C([N+](CCCC)(CCCC)CCCC)CCC. The product is [CH2:1]([N:4]([C:38]1[S:39][CH:40]=[CH:41][N:42]=1)[S:5]([C:8]1[CH:9]=[CH:10][C:11]([N:14]2[CH2:18][CH2:17][C@@H:16]([OH:19])[C:15]2=[O:37])=[CH:12][CH:13]=1)(=[O:7])=[O:6])[CH:2]=[CH2:3]. The catalyst is O. (8) The reactants are [Cl:1][C:2]1[CH:7]=[CH:6][CH:5]=[C:4]([Cl:8])[C:3]=1[OH:9].[Br:10][CH2:11][CH2:12][CH2:13]Br.[OH-].[Na+]. The catalyst is O. The product is [Br:10][CH2:11][CH2:12][CH2:13][O:9][C:3]1[C:2]([Cl:1])=[CH:7][CH:6]=[CH:5][C:4]=1[Cl:8]. The yield is 0.710. (9) The reactants are [C:1]([N:8](C)[C@H:9](C=O)[CH:10]([CH3:12])[CH3:11])(OC(C)(C)C)=O.C([Cl:19])(=O)C.[CH:20](OC)([O:23][CH3:24])[O:21][CH3:22]. The catalyst is CO. The product is [ClH:19].[CH3:22][O:21][CH:20]([O:23][CH3:24])[C@@H:9]([NH:8][CH3:1])[CH:10]([CH3:12])[CH3:11]. The yield is 0.690.